Dataset: Peptide-MHC class I binding affinity with 185,985 pairs from IEDB/IMGT. Task: Regression. Given a peptide amino acid sequence and an MHC pseudo amino acid sequence, predict their binding affinity value. This is MHC class I binding data. (1) The peptide sequence is SFEPIPIHY. The MHC is HLA-B40:01 with pseudo-sequence HLA-B40:01. The binding affinity (normalized) is 0. (2) The peptide sequence is LTDEQKNAV. The MHC is HLA-A80:01 with pseudo-sequence HLA-A80:01. The binding affinity (normalized) is 0.0847. (3) The peptide sequence is NHINGELSL. The MHC is Mamu-A07 with pseudo-sequence Mamu-A07. The binding affinity (normalized) is 0.977. (4) The peptide sequence is LLDYQGMLPV. The MHC is HLA-A68:01 with pseudo-sequence HLA-A68:01. The binding affinity (normalized) is 0. (5) The peptide sequence is HPVTATISF. The MHC is HLA-B83:01 with pseudo-sequence HLA-B83:01. The binding affinity (normalized) is 0.406.